This data is from Catalyst prediction with 721,799 reactions and 888 catalyst types from USPTO. The task is: Predict which catalyst facilitates the given reaction. Reactant: [F:1][C:2]1[CH:21]=[CH:20][C:5]2[C:6]([C:9]3[CH:14]=[CH:13][CH:12]=[C:11]([O:15][CH2:16][C@H:17]4[CH2:19][O:18]4)[CH:10]=3)=[N:7][O:8][C:4]=2[CH:3]=1.C(O)C.[C:25]1([CH2:31][CH2:32][NH2:33])[CH2:30][CH2:29][CH2:28][CH2:27][CH:26]=1. Product: [C:25]1([CH2:31][CH2:32][NH:33][CH2:19][C@@H:17]([OH:18])[CH2:16][O:15][C:11]2[CH:12]=[CH:13][CH:14]=[C:9]([C:6]3[C:5]4[CH:20]=[CH:21][C:2]([F:1])=[CH:3][C:4]=4[O:8][N:7]=3)[CH:10]=2)[CH2:30][CH2:29][CH2:28][CH2:27][CH:26]=1. The catalyst class is: 68.